Dataset: Forward reaction prediction with 1.9M reactions from USPTO patents (1976-2016). Task: Predict the product of the given reaction. The product is: [Cl:17][C:18]1[CH:19]=[C:20]([CH2:24][C:25]([CH3:26])=[CH:11][C:12]([O:14][CH2:15][CH3:16])=[O:13])[CH:21]=[CH:22][CH:23]=1. Given the reactants [H-].[Na+].C(OP([CH2:11][C:12]([O:14][CH2:15][CH3:16])=[O:13])(OCC)=O)C.[Cl:17][C:18]1[CH:19]=[C:20]([CH2:24][C:25](=O)[CH3:26])[CH:21]=[CH:22][CH:23]=1, predict the reaction product.